From a dataset of Full USPTO retrosynthesis dataset with 1.9M reactions from patents (1976-2016). Predict the reactants needed to synthesize the given product. (1) Given the product [CH3:36][N:31]([C:27]1[CH:28]=[CH:29][CH:30]=[C:25]([C:24]2[N:6]3[N:5]=[CH:4][C:3]([C:7]([C:9]4[S:10][CH:11]=[CH:12][CH:13]=4)=[O:8])=[C:2]3[N:1]=[CH:22][CH:23]=2)[CH:26]=1)[S:32]([CH3:35])(=[O:33])=[O:34], predict the reactants needed to synthesize it. The reactants are: [NH2:1][C:2]1[NH:6][N:5]=[CH:4][C:3]=1[C:7]([C:9]1[S:10][CH:11]=[CH:12][CH:13]=1)=[O:8].C(C1C=NN2[C:24]([C:25]3[CH:26]=[C:27]([N:31]([CH3:36])[S:32]([CH3:35])(=[O:34])=[O:33])[CH:28]=[CH:29][CH:30]=3)=[CH:23][CH:22]=NC=12)#N.C(OCC)(=O)C. (2) The reactants are: [OH:1][C:2]1[CH:10]=[C:6]([C:7]([OH:9])=[O:8])[C:5]([NH2:11])=[CH:4][CH:3]=1.Cl[C:13](Cl)([O:15]C(=O)OC(Cl)(Cl)Cl)Cl. Given the product [OH:1][C:2]1[CH:3]=[CH:4][C:5]2[NH:11][C:13](=[O:15])[O:8][C:7](=[O:9])[C:6]=2[CH:10]=1, predict the reactants needed to synthesize it. (3) Given the product [ClH:35].[ClH:36].[NH2:42][C@@H:41]([CH2:40][CH2:39][NH2:38])[C:51]([O:19][CH2:18][CH2:17][O:16][C:13]1[CH:12]=[CH:11][C:10]([C:6]2[C:5]([C:20]#[N:21])=[C:4]([S:22][CH2:23][C:24]3[N:25]=[C:26]([C:29]4[CH:30]=[CH:31][C:32]([Cl:35])=[CH:33][CH:34]=4)[S:27][CH:28]=3)[N:3]=[C:2]([NH2:1])[C:7]=2[C:8]#[N:9])=[CH:15][CH:14]=1)=[O:52], predict the reactants needed to synthesize it. The reactants are: [NH2:1][C:2]1[C:7]([C:8]#[N:9])=[C:6]([C:10]2[CH:15]=[CH:14][C:13]([O:16][CH2:17][CH2:18][OH:19])=[CH:12][CH:11]=2)[C:5]([C:20]#[N:21])=[C:4]([S:22][CH2:23][C:24]2[N:25]=[C:26]([C:29]3[CH:34]=[CH:33][C:32]([Cl:35])=[CH:31][CH:30]=3)[S:27][CH:28]=2)[N:3]=1.[ClH:36].C[N:38](C)[CH2:39][CH2:40][CH2:41][N:42]=C=NCC.CN([CH:51]=[O:52])C.[Cl-].[NH4+]. (4) Given the product [CH3:2][O:3][C:4]1[CH:13]=[CH:12][C:11]2[CH2:10][N:9]([C:17]([C:18]3[CH:19]=[N:20][CH:21]=[CH:22][CH:23]=3)=[O:24])[CH2:8][CH2:7][C:6]=2[C:5]=1[CH:14]=[O:15], predict the reactants needed to synthesize it. The reactants are: Cl.[CH3:2][O:3][C:4]1[CH:13]=[CH:12][C:11]2[CH2:10][NH:9][CH2:8][CH2:7][C:6]=2[C:5]=1[CH:14]=[O:15].Cl.[C:17](Cl)(=[O:24])[C:18]1[CH:23]=[CH:22][CH:21]=[N:20][CH:19]=1.ClCCCl. (5) Given the product [CH2:1]([N:5]([CH2:52][CH:53]([CH3:55])[CH3:54])[C:6]1[CH:11]=[CH:10][C:9]([C:12]2[CH:17]=[CH:16][CH:15]=[CH:14][C:13]=2[C:18]2[NH:22][N:21]=[N:20][N:19]=2)=[CH:8][C:7]=1[NH:42][C:43]([NH:45][C:46]1[N:51]=[CH:50][CH:49]=[CH:48][N:47]=1)=[O:44])[CH:2]([CH3:4])[CH3:3], predict the reactants needed to synthesize it. The reactants are: [CH2:1]([N:5]([CH2:52][CH:53]([CH3:55])[CH3:54])[C:6]1[CH:11]=[CH:10][C:9]([C:12]2[CH:17]=[CH:16][CH:15]=[CH:14][C:13]=2[C:18]2[N:19]=[N:20][N:21](C(C3C=CC=CC=3)(C3C=CC=CC=3)C3C=CC=CC=3)[N:22]=2)=[CH:8][C:7]=1[NH:42][C:43]([NH:45][C:46]1[N:51]=[CH:50][CH:49]=[CH:48][N:47]=1)=[O:44])[CH:2]([CH3:4])[CH3:3].C(O)(C(F)(F)F)=O.